This data is from Catalyst prediction with 721,799 reactions and 888 catalyst types from USPTO. The task is: Predict which catalyst facilitates the given reaction. (1) Reactant: Cl.CN(C)CCCN=C=NCC.[CH2:13]([O:15][C:16]([O:18][C:19]1[CH:24]=[CH:23][C:22](/[CH:25]=[CH:26]/[C:27]([OH:29])=[O:28])=[CH:21][CH:20]=1)=[O:17])[CH3:14].[Cl:30][CH:31](O)[CH2:32][CH2:33][CH2:34][CH2:35][CH3:36]. Product: [CH2:13]([O:15][C:16]([O:18][C:19]1[CH:24]=[CH:23][C:22](/[CH:25]=[CH:26]/[C:27]([O:29][CH2:36][CH2:35][CH2:34][CH2:33][CH2:32][CH2:31][Cl:30])=[O:28])=[CH:21][CH:20]=1)=[O:17])[CH3:14]. The catalyst class is: 119. (2) Reactant: [OH:1][CH:2]1[N:6]([C:7]2[CH:12]=[C:11]([C:13]([F:16])([F:15])[F:14])[C:10](I)=[CH:9][N:8]=2)[C:5](=[O:18])[N:4]([CH3:19])[CH:3]1[CH3:20].C[C:22]1[N:27]=[CH:26][C:25](B(O)O)=[CH:24][CH:23]=1.C1(P(C2CCCCC2)C2CCCCC2)CCCCC1.[C:50]([O-])([O-])=[O:51].[K+].[K+].B(O)O.[O-]P([O-])([O-])=O.[K+].[K+].[K+]. Product: [OH:1][CH:2]1[N:6]([C:7]2[CH:12]=[C:11]([C:13]([F:16])([F:15])[F:14])[C:10]([C:23]3[CH:22]=[N:27][CH:26]=[CH:25][C:24]=3[O:51][CH3:50])=[CH:9][N:8]=2)[C:5](=[O:18])[N:4]([CH3:19])[CH:3]1[CH3:20]. The catalyst class is: 333.